This data is from Ames mutagenicity test results for genotoxicity prediction. The task is: Regression/Classification. Given a drug SMILES string, predict its toxicity properties. Task type varies by dataset: regression for continuous values (e.g., LD50, hERG inhibition percentage) or binary classification for toxic/non-toxic outcomes (e.g., AMES mutagenicity, cardiotoxicity, hepatotoxicity). Dataset: ames. (1) The drug is Cc1ccc(S(=O)(=O)OCc2ccc([N+](=O)[O-])cc2)cc1. The result is 1 (mutagenic). (2) The compound is CC(C)(C)C(=O)C(Oc1ccc(Cl)cc1)n1ccnc1. The result is 0 (non-mutagenic).